From a dataset of Full USPTO retrosynthesis dataset with 1.9M reactions from patents (1976-2016). Predict the reactants needed to synthesize the given product. (1) Given the product [Cl:35][C:34]1[C:33]([CH:36]([CH3:39])[CH2:37][OH:38])=[CH:32][C:29]([C:30]#[N:31])=[CH:28][C:27]=1[NH:26][C:2]1[N:7]=[C:6]([N:8]([CH:18]2[CH2:19][CH2:20]2)[CH2:9][C:10]2[CH:11]=[CH:12][C:13]([O:16][CH3:17])=[CH:14][CH:15]=2)[C:5]2=[N:21][CH:22]=[C:23]([C:24]#[N:25])[N:4]2[N:3]=1, predict the reactants needed to synthesize it. The reactants are: Cl[C:2]1[N:7]=[C:6]([N:8]([CH:18]2[CH2:20][CH2:19]2)[CH2:9][C:10]2[CH:15]=[CH:14][C:13]([O:16][CH3:17])=[CH:12][CH:11]=2)[C:5]2=[N:21][CH:22]=[C:23]([C:24]#[N:25])[N:4]2[N:3]=1.[NH2:26][C:27]1[CH:28]=[C:29]([CH:32]=[C:33]([CH:36]([CH3:39])[CH2:37][OH:38])[C:34]=1[Cl:35])[C:30]#[N:31].CC1(C)C2C(=C(P(C3C=CC=CC=3)C3C=CC=CC=3)C=CC=2)OC2C(P(C3C=CC=CC=3)C3C=CC=CC=3)=CC=CC1=2.C(=O)([O-])[O-].[Cs+].[Cs+]. (2) Given the product [Cl:7][C:8]1[CH:9]=[C:10]([CH:14]([OH:20])[CH2:15][CH2:16][N:17]([CH3:19])[CH3:18])[CH:11]=[CH:12][CH:13]=1, predict the reactants needed to synthesize it. The reactants are: [H-].[Al+3].[Li+].[H-].[H-].[H-].[Cl:7][C:8]1[CH:9]=[C:10]([C:14](=[O:20])[CH2:15][CH2:16][N:17]([CH3:19])[CH3:18])[CH:11]=[CH:12][CH:13]=1.Cl.C([O-])(O)=O.[Na+]. (3) Given the product [NH2:28][CH:15]1[C:14]2[C:13]([C:23]([OH:25])=[O:24])=[C:12]([NH:11][S:8]([C:5]3[CH:6]=[CH:7][C:2]([F:1])=[CH:3][CH:4]=3)(=[O:10])=[O:9])[CH:21]=[CH:20][C:19]=2[CH2:18][CH2:17][CH2:16]1, predict the reactants needed to synthesize it. The reactants are: [F:1][C:2]1[CH:7]=[CH:6][C:5]([S:8]([NH:11][C:12]2[CH:21]=[CH:20][C:19]3[CH2:18][CH2:17][CH2:16][C:15](=O)[C:14]=3[C:13]=2[C:23]([OH:25])=[O:24])(=[O:10])=[O:9])=[CH:4][CH:3]=1.[BH3-]C#[N:28].[Na+].C([O-])(=O)C.[NH4+].